From a dataset of Reaction yield outcomes from USPTO patents with 853,638 reactions. Predict the reaction yield, written as a fraction of the theoretical maximum amount of product (1.0 means a 100% yield; for example, 0.34 means a 34% yield). (1) The reactants are [C:1]([O:5][C:6]([N:8]1[CH2:11][C:10]([C:13]2[N:14]([CH3:39])[C:15]3[C:20]([N:21]=2)=[C:19]([N:22]2[CH2:27][CH2:26][O:25][CH2:24][CH2:23]2)[N:18]=[C:17]([N:28]2[C:32]4[CH:33]=[CH:34][CH:35]=[CH:36][C:31]=4[N:30]=[C:29]2[CH2:37][CH3:38])[N:16]=3)(O)[CH2:9]1)=[O:7])([CH3:4])([CH3:3])[CH3:2].COCCN(S(F)(F)[F:50])CCOC. The catalyst is C1COCC1. The product is [CH2:37]([C:29]1[N:28]([C:17]2[N:16]=[C:15]3[C:20]([N:21]=[C:13]([C:10]4([F:50])[CH2:11][N:8]([C:6]([O:5][C:1]([CH3:4])([CH3:3])[CH3:2])=[O:7])[CH2:9]4)[N:14]3[CH3:39])=[C:19]([N:22]3[CH2:27][CH2:26][O:25][CH2:24][CH2:23]3)[N:18]=2)[C:32]2[CH:33]=[CH:34][CH:35]=[CH:36][C:31]=2[N:30]=1)[CH3:38]. The yield is 0.790. (2) The reactants are [CH3:1][O:2][C:3]([C@@:5]1([NH:10]C(OC(C)(C)C)=O)[CH2:7][C@H:6]1[CH:8]=[CH2:9])=[O:4].[ClH:18].CO. The catalyst is O1CCOCC1. The product is [ClH:18].[CH3:1][O:2][C:3]([C@@:5]1([NH2:10])[CH2:7][C@H:6]1[CH:8]=[CH2:9])=[O:4]. The yield is 0.760. (3) The reactants are [F:1][C:2]1[CH:3]=[C:4]([NH:11][CH:12]2[CH2:17][CH2:16][N:15]([CH3:18])[CH2:14][CH2:13]2)[CH:5]=[CH:6][C:7]=1[N+:8]([O-])=O. The catalyst is CO.[Pd]. The product is [F:1][C:2]1[CH:3]=[C:4]([NH:11][CH:12]2[CH2:17][CH2:16][N:15]([CH3:18])[CH2:14][CH2:13]2)[CH:5]=[CH:6][C:7]=1[NH2:8]. The yield is 0.645. (4) The reactants are [C:1]1([C:14]([OH:16])=O)[C:13]2[NH:12][C:11]3[C:6](=[CH:7][CH:8]=[CH:9][CH:10]=3)[C:5]=2[CH:4]=[CH:3][CH:2]=1.ON1C2C=CC=CC=2N=N1.Cl.C(N=C=NCCCN(C)C)C.[CH3:39][N:40]1[C:44]([C:45]2[CH:46]=[C:47]([CH:49]=[CH:50][CH:51]=2)[NH2:48])=[CH:43][N:42]=[C:41]1[CH3:52]. The catalyst is ClCCl.CN(C)C1C=CN=CC=1. The product is [CH3:52][C:41]1[N:40]([CH3:39])[C:44]([C:45]2[CH:46]=[C:47]([NH:48][C:14]([C:1]3[C:13]4[NH:12][C:11]5[C:6](=[CH:7][CH:8]=[CH:9][CH:10]=5)[C:5]=4[CH:4]=[CH:3][CH:2]=3)=[O:16])[CH:49]=[CH:50][CH:51]=2)=[CH:43][N:42]=1. The yield is 0.532. (5) The reactants are [Cl:1][C:2]1[CH:3]=[C:4]([C:9]2[CH:13]=[C:12]([OH:14])[N:11]([CH3:15])[N:10]=2)[CH:5]=[C:6]([Cl:8])[CH:7]=1.O.[C:17](OCC)(=[O:19])C. No catalyst specified. The product is [Cl:8][C:6]1[CH:5]=[C:4]([C:9]2[C:13]([CH:17]=[O:19])=[C:12]([OH:14])[N:11]([CH3:15])[N:10]=2)[CH:3]=[C:2]([Cl:1])[CH:7]=1. The yield is 0.540. (6) The reactants are [OH:1][C:2]1[C:3](=[O:22])[N:4]([CH3:21])[C:5]([C:8]2[CH:13]=[CH:12][C:11]([O:14][C:15]3[CH:20]=[CH:19][CH:18]=[CH:17][CH:16]=3)=[CH:10][CH:9]=2)=[N:6][CH:7]=1.[Cl:23]N1C(=O)CCC1=O. The catalyst is C(Cl)Cl. The product is [Cl:23][C:7]1[N:6]=[C:5]([C:8]2[CH:9]=[CH:10][C:11]([O:14][C:15]3[CH:20]=[CH:19][CH:18]=[CH:17][CH:16]=3)=[CH:12][CH:13]=2)[N:4]([CH3:21])[C:3](=[O:22])[C:2]=1[OH:1]. The yield is 0.180.